Dataset: Full USPTO retrosynthesis dataset with 1.9M reactions from patents (1976-2016). Task: Predict the reactants needed to synthesize the given product. Given the product [Cl:8][C:7]1[C:2]([N:24]([CH2:23][C:20]2[CH:21]=[C:22]3[C:17]([CH:16]=[N:15][N:14]3[CH3:13])=[CH:18][CH:19]=2)[S:25]([C:28]2[CH:37]=[CH:36][C:31]([C:32]([O:34][CH3:35])=[O:33])=[CH:30][CH:29]=2)(=[O:27])=[O:26])=[N:3][CH:4]=[C:5]([C:9]([F:12])([F:11])[F:10])[CH:6]=1, predict the reactants needed to synthesize it. The reactants are: Cl[C:2]1[C:7]([Cl:8])=[CH:6][C:5]([C:9]([F:12])([F:11])[F:10])=[CH:4][N:3]=1.[CH3:13][N:14]1[C:22]2[C:17](=[CH:18][CH:19]=[C:20]([CH2:23][NH:24][S:25]([C:28]3[CH:37]=[CH:36][C:31]([C:32]([O:34][CH3:35])=[O:33])=[CH:30][CH:29]=3)(=[O:27])=[O:26])[CH:21]=2)[CH:16]=[N:15]1.